From a dataset of Forward reaction prediction with 1.9M reactions from USPTO patents (1976-2016). Predict the product of the given reaction. (1) Given the reactants [NH2:1][C@@:2]([C:30]1[CH:35]=[CH:34][C:33]([Cl:36])=[CH:32][CH:31]=1)([CH3:29])[C@@:3]([NH:12][C:13](=O)[C:14]1[CH:19]=[C:18]([S:20]([CH3:23])(=[O:22])=[O:21])[C:17]([Cl:24])=[CH:16][C:15]=1[O:25][CH2:26][CH3:27])([C:5]1[CH:10]=[CH:9][C:8]([Cl:11])=[CH:7][CH:6]=1)[CH3:4].P(Cl)(Cl)(Cl)=O.C(=O)(O)[O-].[Na+].[OH-].[Na+], predict the reaction product. The product is: [Cl:24][C:17]1[C:18]([S:20]([CH3:23])(=[O:21])=[O:22])=[CH:19][C:14]([C:13]2[NH:12][C@@:3]([C:5]3[CH:10]=[CH:9][C:8]([Cl:11])=[CH:7][CH:6]=3)([CH3:4])[C@@:2]([C:30]3[CH:35]=[CH:34][C:33]([Cl:36])=[CH:32][CH:31]=3)([CH3:29])[N:1]=2)=[C:15]([O:25][CH2:26][CH3:27])[CH:16]=1. (2) The product is: [CH3:1][C:2]1[CH:7]=[CH:6][CH:5]=[C:4]([CH3:8])[C:3]=1[NH:9][C:10](=[O:42])[CH2:11][N:12]1[CH2:17][CH2:16][N:15]([CH2:18][CH:19]([OH:41])[CH2:20][O:21][C:22]2[CH:23]=[N:50][CH:49]=[CH:48][CH:40]=2)[CH2:14][CH2:13]1. Given the reactants [CH3:1][C:2]1[CH:7]=[CH:6][CH:5]=[C:4]([CH3:8])[C:3]=1[NH:9][C:10](=[O:42])[CH2:11][N:12]1[CH2:17][CH2:16][N:15]([CH2:18][CH:19]([OH:41])[CH2:20][O:21][C:22]2[CH:23]=CC3OC(C4C=CC=C(C(F)(F)F)C=4)=NC=3[CH:40]=2)[CH2:14][CH2:13]1.O1CC1CO[C:48]1[CH:49]=[N:50]C=CC=1, predict the reaction product. (3) Given the reactants [CH3:1][C:2]1[CH:7]=[C:6]([CH3:8])[CH:5]=[C:4]([CH3:9])[C:3]=1[NH:10][C:11]([NH:13][C:14]1[C:15]([C:24]([N:26]2[CH2:31][CH2:30][NH:29][CH2:28][C@H:27]2[C:32]([O:34][CH3:35])=[O:33])=[O:25])=[CH:16][C:17]2[C:22]([CH:23]=1)=[CH:21][CH:20]=[CH:19][CH:18]=2)=[O:12].C(N(CC)CC)C.[CH3:43][S:44](Cl)(=[O:46])=[O:45], predict the reaction product. The product is: [CH3:43][S:44]([N:29]1[CH2:30][CH2:31][N:26]([C:24]([C:15]2[C:14]([NH:13][C:11]([NH:10][C:3]3[C:2]([CH3:1])=[CH:7][C:6]([CH3:8])=[CH:5][C:4]=3[CH3:9])=[O:12])=[CH:23][C:22]3[C:17](=[CH:18][CH:19]=[CH:20][CH:21]=3)[CH:16]=2)=[O:25])[C@H:27]([C:32]([O:34][CH3:35])=[O:33])[CH2:28]1)(=[O:46])=[O:45]. (4) Given the reactants [F:1][C:2]([F:26])([F:25])[O:3][C:4]1[CH:9]=[CH:8][C:7]([C:10]2[C:14]3[CH2:15][CH2:16][C:17]4[CH:22]=[C:21]([CH:23]=O)[CH:20]=[CH:19][C:18]=4[C:13]=3[O:12][N:11]=2)=[CH:6][CH:5]=1.[NH2:27][NH:28][C:29]([NH:31][C:32]1[C:37]([CH3:38])=[CH:36][CH:35]=[CH:34][C:33]=1[CH3:39])=[S:30], predict the reaction product. The product is: [CH3:38][C:37]1[CH:36]=[CH:35][CH:34]=[C:33]([CH3:39])[C:32]=1[NH:31][C:29]([NH:28]/[N:27]=[CH:23]/[C:21]1[CH:20]=[CH:19][C:18]2[C:13]3[O:12][N:11]=[C:10]([C:7]4[CH:6]=[CH:5][C:4]([O:3][C:2]([F:26])([F:1])[F:25])=[CH:9][CH:8]=4)[C:14]=3[CH:15]=[CH:16][C:17]=2[CH:22]=1)=[S:30]. (5) Given the reactants [CH2:1]([O:5][CH2:6][CH2:7][O:8][C:9]1[CH:14]=[CH:13][C:12]([C:15]2[CH:16]=[CH:17][C:18]3[N:24]([CH2:25][CH:26]([CH3:28])[CH3:27])[CH2:23][CH2:22][C:21]([C:29]([NH:31][C:32]4[CH:37]=[CH:36][C:35]([S:38][CH2:39][C:40]5[N:44]([CH2:45][CH2:46][CH2:47][CH3:48])[CH:43]=[N:42][N:41]=5)=[CH:34][CH:33]=4)=[O:30])=[CH:20][C:19]=3[CH:49]=2)=[CH:11][CH:10]=1)[CH2:2][CH2:3][CH3:4].ClC1C=CC=C(C(OO)=[O:58])C=1.S([O-])([O-])(=O)=S.[Na+].[Na+], predict the reaction product. The product is: [CH2:1]([O:5][CH2:6][CH2:7][O:8][C:9]1[CH:10]=[CH:11][C:12]([C:15]2[CH:16]=[CH:17][C:18]3[N:24]([CH2:25][CH:26]([CH3:27])[CH3:28])[CH2:23][CH2:22][C:21]([C:29]([NH:31][C:32]4[CH:33]=[CH:34][C:35]([S:38]([CH2:39][C:40]5[N:44]([CH2:45][CH2:46][CH2:47][CH3:48])[CH:43]=[N:42][N:41]=5)=[O:58])=[CH:36][CH:37]=4)=[O:30])=[CH:20][C:19]=3[CH:49]=2)=[CH:13][CH:14]=1)[CH2:2][CH2:3][CH3:4]. (6) Given the reactants [C:1]([O:4][CH2:5][CH:6]1[CH2:11][CH:10]([N:12](C(OCC2C=CC=CC=2)=O)[CH2:13][CH:14]([CH3:16])[CH3:15])[CH2:9][N:8]([C:27]([O:29][C:30]([CH3:33])([CH3:32])[CH3:31])=[O:28])[CH2:7]1)(=[O:3])[CH3:2], predict the reaction product. The product is: [C:1]([O:4][CH2:5][CH:6]1[CH2:11][CH:10]([NH:12][CH2:13][CH:14]([CH3:15])[CH3:16])[CH2:9][N:8]([C:27]([O:29][C:30]([CH3:32])([CH3:31])[CH3:33])=[O:28])[CH2:7]1)(=[O:3])[CH3:2]. (7) The product is: [C:14]1([C:18]2[CH:23]=[CH:22][CH:21]=[CH:20][CH:19]=2)[CH:15]=[CH:16][CH:17]=[C:12]([N:11]([CH3:10])[C:7]([C:5]2[S:6][C:2]([Br:1])=[CH:3][CH:4]=2)=[O:8])[CH:13]=1. Given the reactants [Br:1][C:2]1[S:6][C:5]([C:7](Cl)=[O:8])=[CH:4][CH:3]=1.[CH3:10][NH:11][C:12]1[CH:13]=[C:14]([C:18]2[CH:23]=[CH:22][CH:21]=[CH:20][CH:19]=2)[CH:15]=[CH:16][CH:17]=1, predict the reaction product.